Dataset: Reaction yield outcomes from USPTO patents with 853,638 reactions. Task: Predict the reaction yield, written as a fraction of the theoretical maximum amount of product (1.0 means a 100% yield; for example, 0.34 means a 34% yield). (1) The reactants are [NH2:1][C:2]1[CH:18]=[CH:17][C:5]([O:6][C:7]2[CH:12]=[CH:11][N:10]=[C:9]([NH2:13])[C:8]=2[N+:14]([O-:16])=[O:15])=[C:4]([F:19])[CH:3]=1.[Cl:20][C:21]1[CH:26]=[CH:25][C:24]([N:27]=[C:28]=[O:29])=[CH:23][C:22]=1[C:30]([F:33])([F:32])[F:31]. No catalyst specified. The product is [NH2:13][C:9]1[C:8]([N+:14]([O-:16])=[O:15])=[C:7]([O:6][C:5]2[CH:17]=[CH:18][C:2]([NH:1][C:28]([NH:27][C:24]3[CH:25]=[CH:26][C:21]([Cl:20])=[C:22]([C:30]([F:32])([F:31])[F:33])[CH:23]=3)=[O:29])=[CH:3][C:4]=2[F:19])[CH:12]=[CH:11][N:10]=1. The yield is 0.420. (2) The reactants are C([O:3][CH2:4][CH2:5][O:6][NH:7][C:8]([C:10]1[CH:15]=[CH:14][C:13](=[O:16])[N:12]([CH3:17])[C:11]=1[NH:18][C:19]1[CH:24]=[CH:23][C:22]([CH3:25])=[CH:21][C:20]=1[F:26])=[O:9])=C.COC(C1C=CC(=O)N(C)C=1NC1C=CC(C)=CC=1F)=O.C(OCCON)=C.C[Si]([N-][Si](C)(C)C)(C)C.[Li+]. The catalyst is C1COCC1. The product is [OH:3][CH2:4][CH2:5][O:6][NH:7][C:8]([C:10]1[CH:15]=[CH:14][C:13](=[O:16])[N:12]([CH3:17])[C:11]=1[NH:18][C:19]1[CH:24]=[CH:23][C:22]([CH3:25])=[CH:21][C:20]=1[F:26])=[O:9]. The yield is 0.770. (3) The reactants are [CH3:1][C:2]1[C:3](=[O:14])[C:4]([CH3:13])([CH2:8][CH:9]=[C:10]([CH3:12])[CH3:11])[CH2:5][CH2:6][CH:7]=1.[H-].[Al+3].[Li+].[H-].[H-].[H-]. The catalyst is C(OCC)C. The product is [CH3:1][C:2]1[CH:3]([OH:14])[C:4]([CH3:13])([CH2:8][CH:9]=[C:10]([CH3:12])[CH3:11])[CH2:5][CH2:6][CH:7]=1. The yield is 0.980.